The task is: Predict the reaction yield, written as a fraction of the theoretical maximum amount of product (1.0 means a 100% yield; for example, 0.34 means a 34% yield).. This data is from Reaction yield outcomes from USPTO patents with 853,638 reactions. The reactants are [C:1]([O:5][C:6]1[N:11]=[C:10]([CH:12]=[CH2:13])[CH:9]=[CH:8][N:7]=1)([CH3:4])([CH3:3])[CH3:2].Cl.[F:15][C:16]1[CH:29]=[CH:28][CH:27]=[CH:26][C:17]=1[O:18][CH2:19][CH:20]1[CH2:25][CH2:24][NH:23][CH2:22][CH2:21]1.C(=O)([O-])[O-].[K+].[K+].C(OCC)(=O)C. The catalyst is C(O)C. The product is [C:1]([O:5][C:6]1[N:11]=[C:10]([CH2:12][CH2:13][N:23]2[CH2:22][CH2:21][CH:20]([CH2:19][O:18][C:17]3[CH:26]=[CH:27][CH:28]=[CH:29][C:16]=3[F:15])[CH2:25][CH2:24]2)[CH:9]=[CH:8][N:7]=1)([CH3:4])([CH3:3])[CH3:2]. The yield is 0.930.